This data is from Full USPTO retrosynthesis dataset with 1.9M reactions from patents (1976-2016). The task is: Predict the reactants needed to synthesize the given product. (1) Given the product [CH2:13]([C:17]1[N:18]=[C:19]([CH3:47])[N:20]([CH2:39][C:40]2[C:41]([CH3:46])=[N:42][O:43][C:44]=2[CH3:45])[C:21](=[O:38])[C:22]=1[CH2:23][C:24]1[CH:25]=[CH:26][C:27]([C:30]2[CH:35]=[CH:34][CH:33]=[CH:32][C:31]=2[C:36]2[NH:3][C:4](=[O:7])[O:5][N:37]=2)=[CH:28][CH:29]=1)[CH2:14][CH2:15][CH3:16], predict the reactants needed to synthesize it. The reactants are: [Cl-].O[NH3+:3].[C:4](=[O:7])([O-])[OH:5].[Na+].CS(C)=O.[CH2:13]([C:17]1[N:18]=[C:19]([CH3:47])[N:20]([CH2:39][C:40]2[C:41]([CH3:46])=[N:42][O:43][C:44]=2[CH3:45])[C:21](=[O:38])[C:22]=1[CH2:23][C:24]1[CH:29]=[CH:28][C:27]([C:30]2[C:31]([C:36]#[N:37])=[CH:32][CH:33]=[CH:34][CH:35]=2)=[CH:26][CH:25]=1)[CH2:14][CH2:15][CH3:16]. (2) Given the product [Br:2][C:3]1[CH:4]=[C:5]([O:12][CH3:13])[C:6]([C:9]([O:11][CH3:18])=[O:10])=[N:7][CH:8]=1, predict the reactants needed to synthesize it. The reactants are: Cl.[Br:2][C:3]1[CH:4]=[C:5]([O:12][CH3:13])[C:6]([C:9]([OH:11])=[O:10])=[N:7][CH:8]=1.S(Cl)(Cl)=O.[CH3:18]O.